This data is from Full USPTO retrosynthesis dataset with 1.9M reactions from patents (1976-2016). The task is: Predict the reactants needed to synthesize the given product. (1) The reactants are: C(N(CC)CC)C.C(O[C:12](=[O:14])[CH3:13])(=O)C.[NH2:15][C:16]1[C:17]([NH:31][CH2:32][CH:33]2[CH2:38][CH2:37][N:36](C(OC(C)(C)C)=O)[CH2:35][CH2:34]2)=[CH:18][C:19]([NH:22][C:23]2[CH:28]=[N:27][C:26]([C:29]#[N:30])=[CH:25][N:24]=2)=[N:20][CH:21]=1.CC1C=CC(S(O)(=O)=O)=CC=1. Given the product [C:29]([C:26]1[N:27]=[CH:28][C:23]([NH:22][C:19]2[N:20]=[CH:21][C:16]([NH:15][C:12](=[O:14])[CH3:13])=[C:17]([NH:31][CH2:32][CH:33]3[CH2:38][CH2:37][NH:36][CH2:35][CH2:34]3)[CH:18]=2)=[N:24][CH:25]=1)#[N:30], predict the reactants needed to synthesize it. (2) Given the product [O:21]([CH2:20][C:19]([NH:18][CH2:17][C:14]1[CH:15]=[CH:16][C:11]([O:10][C:8]2[CH:7]=[CH:6][C:5]([NH:29][S:30]([C:33]3[CH:34]=[CH:35][C:36]([CH3:39])=[CH:37][CH:38]=3)(=[O:32])=[O:31])=[C:4]([CH:9]=2)[C:3]([OH:40])=[O:2])=[CH:12][CH:13]=1)=[O:28])[C:22]1[CH:27]=[CH:26][CH:25]=[CH:24][CH:23]=1, predict the reactants needed to synthesize it. The reactants are: C[O:2][C:3](=[O:40])[C:4]1[CH:9]=[C:8]([O:10][C:11]2[CH:16]=[CH:15][C:14]([CH2:17][NH:18][C:19](=[O:28])[CH2:20][O:21][C:22]3[CH:27]=[CH:26][CH:25]=[CH:24][CH:23]=3)=[CH:13][CH:12]=2)[CH:7]=[CH:6][C:5]=1[NH:29][S:30]([C:33]1[CH:38]=[CH:37][C:36]([CH3:39])=[CH:35][CH:34]=1)(=[O:32])=[O:31].[Li+].[OH-].